Dataset: Catalyst prediction with 721,799 reactions and 888 catalyst types from USPTO. Task: Predict which catalyst facilitates the given reaction. (1) Reactant: [C:1](=[O:4])([O-])[O-:2].[K+].[K+].Cl.[CH3:8][C:9]1[CH:10]=[C:11]([CH:18]=[C:19]([CH3:21])[CH:20]=1)[O:12][CH2:13][CH:14](O)[CH2:15][NH2:16].ClC(OCC)=O.Cl. Product: [CH3:8][C:9]1[CH:10]=[C:11]([CH:18]=[C:19]([CH3:21])[CH:20]=1)[O:12][CH2:13][CH:14]1[O:2][C:1](=[O:4])[NH:16][CH2:15]1. The catalyst class is: 226. (2) Reactant: [F:1][C:2]1[CH:3]=[CH:4][C:5]([C:8]([OH:10])=O)=[N:6][CH:7]=1.[Cl-].COC1N=C(OC)N=C([N+]2(C)CCOCC2)N=1.[NH2:29][C:30]1[CH:31]=[CH:32][C:33]([F:57])=[C:34]([C@:36]2([CH3:56])[CH2:41][N:40]3[C:42]([C:46]#[N:47])=[C:43]([Cl:45])[N:44]=[C:39]3[C:38]([NH:48][C:49](=[O:55])[O:50][C:51]([CH3:54])([CH3:53])[CH3:52])=[N:37]2)[CH:35]=1. Product: [Cl:45][C:43]1[N:44]=[C:39]2[C:38]([NH:48][C:49](=[O:55])[O:50][C:51]([CH3:54])([CH3:53])[CH3:52])=[N:37][C@@:36]([C:34]3[CH:35]=[C:30]([NH:29][C:8]([C:5]4[CH:4]=[CH:3][C:2]([F:1])=[CH:7][N:6]=4)=[O:10])[CH:31]=[CH:32][C:33]=3[F:57])([CH3:56])[CH2:41][N:40]2[C:42]=1[C:46]#[N:47]. The catalyst class is: 5.